Dataset: Catalyst prediction with 721,799 reactions and 888 catalyst types from USPTO. Task: Predict which catalyst facilitates the given reaction. (1) Reactant: [F:1][C:2]([F:26])([F:25])[O:3][C:4]1[CH:9]=[CH:8][C:7]([N:10]2[CH:14]=[N:13][C:12]([C:15]3[CH:20]=[CH:19][C:18]([CH2:21][CH2:22][CH2:23]O)=[CH:17][CH:16]=3)=[N:11]2)=[CH:6][CH:5]=1.[C:27]1(=[O:37])[NH:31][C:30](=[O:32])[C:29]2=[CH:33][CH:34]=[CH:35][CH:36]=[C:28]12.C1(P(C2C=CC=CC=2)C2C=CC=CC=2)C=CC=CC=1.CC(OC(/N=N/C(OC(C)C)=O)=O)C. Product: [F:26][C:2]([F:1])([F:25])[O:3][C:4]1[CH:9]=[CH:8][C:7]([N:10]2[CH:14]=[N:13][C:12]([C:15]3[CH:20]=[CH:19][C:18]([CH2:21][CH2:22][CH2:23][N:31]4[C:27](=[O:37])[C:28]5[C:29](=[CH:33][CH:34]=[CH:35][CH:36]=5)[C:30]4=[O:32])=[CH:17][CH:16]=3)=[N:11]2)=[CH:6][CH:5]=1. The catalyst class is: 7. (2) Reactant: [CH3:1][C:2]1[CH:7]=[CH:6][C:5]([N+:8]([O-:10])=[O:9])=[CH:4][C:3]=1[OH:11].C1C=CC(P(C2C=CC=CC=2)C2C=CC=CC=2)=CC=1.[CH3:31][O:32][C:33]([C:35]1[NH:45][C:38]2=[N:39][CH:40]=[C:41]([CH2:43]O)[CH:42]=[C:37]2[CH:36]=1)=[O:34].CCOC(/N=N/C(OCC)=O)=O. Product: [CH3:31][O:32][C:33]([C:35]1[NH:45][C:38]2=[N:39][CH:40]=[C:41]([CH2:43][O:11][C:3]3[CH:4]=[C:5]([N+:8]([O-:10])=[O:9])[CH:6]=[CH:7][C:2]=3[CH3:1])[CH:42]=[C:37]2[CH:36]=1)=[O:34]. The catalyst class is: 2. (3) Reactant: [NH2:1][C:2]1[CH:3]=[C:4]([CH:8]=[CH:9][C:10]=1Br)[C:5]([OH:7])=[O:6].[CH3:12][N:13](C)C=O. Product: [NH2:1][C:2]1[CH:3]=[C:4]([CH:8]=[CH:9][C:10]=1[C:12]#[N:13])[C:5]([OH:7])=[O:6]. The catalyst class is: 267. (4) Reactant: [CH3:1][C:2]1[CH:7]=[CH:6][CH:5]=[C:4]([CH3:8])[C:3]=1[N:9]=[C:10]=[O:11].[NH2:12][C:13]1[CH:18]=[C:17]([CH3:19])[CH:16]=[CH:15][C:14]=1[C:20]([NH:22][C@@H:23]([CH:28]1[CH2:33][CH2:32][CH2:31][CH2:30][CH2:29]1)[C:24]([O:26][CH3:27])=[O:25])=[O:21].CCCCCC.C(OCC)(=O)C. Product: [CH:28]1([C@H:23]([NH:22][C:20]([C:14]2[CH:15]=[CH:16][C:17]([CH3:19])=[CH:18][C:13]=2[NH:12][C:10]([NH:9][C:3]2[C:2]([CH3:1])=[CH:7][CH:6]=[CH:5][C:4]=2[CH3:8])=[O:11])=[O:21])[C:24]([O:26][CH3:27])=[O:25])[CH2:33][CH2:32][CH2:31][CH2:30][CH2:29]1. The catalyst class is: 17. (5) Reactant: [NH2:1][CH2:2][CH:3]=[CH:4][C:5]1[NH:6][C:7](=[O:29])[C:8]2[C:9]3[N:18]([CH3:19])[C:17]([NH:20][C:21]4[C:26]([Cl:27])=[CH:25][CH:24]=[CH:23][C:22]=4[Cl:28])=[N:16][C:10]=3[CH:11]=[CH:12][C:13]=2[C:14]=1[CH3:15].[C:30]1([N:36]=[C:37]=[O:38])[CH:35]=[CH:34][CH:33]=[CH:32][CH:31]=1. Product: [Cl:28][C:22]1[CH:23]=[CH:24][CH:25]=[C:26]([Cl:27])[C:21]=1[NH:20][C:17]1[N:18]([CH3:19])[C:9]2[C:8]3[C:7](=[O:29])[NH:6][C:5]([CH2:4][CH:3]=[CH:2][NH:1][C:37]([NH:36][C:30]4[CH:35]=[CH:34][CH:33]=[CH:32][CH:31]=4)=[O:38])=[C:14]([CH3:15])[C:13]=3[CH:12]=[CH:11][C:10]=2[N:16]=1. The catalyst class is: 3. (6) Reactant: FC(F)(F)C(O)=O.[F:8][C:9]1[C:14]([O:15][CH3:16])=[CH:13][C:12]([O:17][CH3:18])=[C:11]([F:19])[C:10]=1[N:20]1[CH2:29][C:28]2[CH:27]=[N:26][C:25]3[N:30](COCC[Si](C)(C)C)[CH:31]=[CH:32][C:24]=3[C:23]=2[CH2:22][C:21]1=[O:41]. Product: [F:19][C:11]1[C:12]([O:17][CH3:18])=[CH:13][C:14]([O:15][CH3:16])=[C:9]([F:8])[C:10]=1[N:20]1[CH2:29][C:28]2[CH:27]=[N:26][C:25]3[NH:30][CH:31]=[CH:32][C:24]=3[C:23]=2[CH2:22][C:21]1=[O:41]. The catalyst class is: 2. (7) Reactant: CN(C=O)C.C(Cl)(=O)C(Cl)=O.[Cl:12][C:13]1[CH:14]=[C:15]([CH:36]=[CH:37][C:38]=1[O:39][CH3:40])[CH2:16][NH:17][C:18]1[C:19]2[C:31]3[CH:32]=[CH:33][CH:34]=[CH:35][C:30]=3[S:29][C:20]=2[N:21]=[C:22]([CH2:24][CH2:25][C:26]([NH2:28])=O)[N:23]=1. Product: [Cl:12][C:13]1[CH:14]=[C:15]([CH:36]=[CH:37][C:38]=1[O:39][CH3:40])[CH2:16][NH:17][C:18]1[C:19]2[C:31]3[CH:32]=[CH:33][CH:34]=[CH:35][C:30]=3[S:29][C:20]=2[N:21]=[C:22]([CH2:24][CH2:25][C:26]#[N:28])[N:23]=1. The catalyst class is: 10.